From a dataset of Catalyst prediction with 721,799 reactions and 888 catalyst types from USPTO. Predict which catalyst facilitates the given reaction. (1) Reactant: [CH3:1][O:2][C:3](=[O:21])[CH2:4][C:5]1[CH:10]=[CH:9][CH:8]=[C:7]([O:11][C:12]2[CH:17]=[CH:16][C:15]([Br:18])=[CH:14][C:13]=2[CH:19]=O)[CH:6]=1.[NH2:22][C@@H:23]([CH2:26][C:27]1[CH:32]=[CH:31][CH:30]=[CH:29][CH:28]=1)[CH2:24][OH:25].C([BH3-])#N.[Na+]. Product: [CH3:1][O:2][C:3](=[O:21])[CH2:4][C:5]1[CH:10]=[CH:9][CH:8]=[C:7]([O:11][C:12]2[CH:17]=[CH:16][C:15]([Br:18])=[CH:14][C:13]=2[CH2:19][NH:22][C@@H:23]([CH2:26][C:27]2[CH:32]=[CH:31][CH:30]=[CH:29][CH:28]=2)[CH2:24][OH:25])[CH:6]=1. The catalyst class is: 699. (2) Reactant: [C:1]([C:3]1[CH:4]=[C:5]([CH:38]([CH3:40])[CH3:39])[C:6]2[O:10][C:9]([C:11]3[CH:36]=[CH:35][C:14]([C:15]([NH:17][CH2:18][C:19]4([CH:32]([CH3:34])[CH3:33])[CH2:24][CH2:23][N:22]([C:25](OC(C)(C)C)=O)[CH2:21][CH2:20]4)=[O:16])=[CH:13][CH:12]=3)=[N:8][C:7]=2[CH:37]=1)#[N:2].FC(F)(F)C(O)=O.C(=O)([O-])[O-].[K+].[K+].ClC1[N:60]=[C:59]([C:61]([F:64])([F:63])[F:62])[CH:58]=[CH:57][N:56]=1. Product: [C:1]([C:3]1[CH:4]=[C:5]([CH:38]([CH3:39])[CH3:40])[C:6]2[O:10][C:9]([C:11]3[CH:36]=[CH:35][C:14]([C:15]([NH:17][CH2:18][C:19]4([CH:32]([CH3:33])[CH3:34])[CH2:24][CH2:23][N:22]([C:25]5[N:60]=[C:59]([C:61]([F:64])([F:63])[F:62])[CH:58]=[CH:57][N:56]=5)[CH2:21][CH2:20]4)=[O:16])=[CH:13][CH:12]=3)=[N:8][C:7]=2[CH:37]=1)#[N:2]. The catalyst class is: 98. (3) Reactant: [Br:1][CH2:2][CH2:3]Br.[C:5]1(=[O:15])[NH:9][C:8](=[O:10])[C:7]2=[CH:11][CH:12]=[CH:13][CH:14]=[C:6]12.[K]. Product: [Br:1][CH2:2][CH2:3][N:9]1[C:5](=[O:15])[C:6]2[C:7](=[CH:11][CH:12]=[CH:13][CH:14]=2)[C:8]1=[O:10]. The catalyst class is: 9. (4) Reactant: [F:1][C:2]([F:25])([C:6]([F:24])([F:23])[C:7]([F:22])([F:21])[C:8]([F:20])([F:19])[C:9]([F:18])([F:17])[C:10]([F:16])([F:15])[C:11]([F:14])([F:13])[F:12])[C:3](Cl)=[O:4].[OH:26][C:27]1[CH:69]=[CH:68][C:30]([C:31]2[CH:36]=[CH:35][C:34]([C:37]3[C:50]4[C:45](=[CH:46][CH:47]=[CH:48][CH:49]=4)[C:44]4[CH:43]=[CH:42][C:41]([C:62]5[CH:67]=[CH:66][CH:65]=[CH:64][CH:63]=5)([C:51]5[CH:56]=[CH:55][C:54]([N:57]6[CH2:61][CH2:60][CH2:59][CH2:58]6)=[CH:53][CH:52]=5)[O:40][C:39]=4[CH:38]=3)=[CH:33][CH:32]=2)=[CH:29][CH:28]=1.N1C=CC=CC=1.Cl. Product: [F:1][C:2]([F:25])([C:6]([F:24])([F:23])[C:7]([F:22])([F:21])[C:8]([F:20])([F:19])[C:9]([F:18])([F:17])[C:10]([F:16])([F:15])[C:11]([F:14])([F:13])[F:12])[C:3]([O:26][C:27]1[CH:28]=[CH:29][C:30]([C:31]2[CH:32]=[CH:33][C:34]([C:37]3[C:50]4[C:45](=[CH:46][CH:47]=[CH:48][CH:49]=4)[C:44]4[CH:43]=[CH:42][C:41]([C:62]5[CH:63]=[CH:64][CH:65]=[CH:66][CH:67]=5)([C:51]5[CH:56]=[CH:55][C:54]([N:57]6[CH2:61][CH2:60][CH2:59][CH2:58]6)=[CH:53][CH:52]=5)[O:40][C:39]=4[CH:38]=3)=[CH:35][CH:36]=2)=[CH:68][CH:69]=1)=[O:4]. The catalyst class is: 2. (5) Reactant: [Br:1][C:2]1[N:7]=[CH:6][C:5](I)=[CH:4][N:3]=1.[C:9]([Si:11]([CH3:14])([CH3:13])[CH3:12])#[CH:10].C(N(CC)CC)C. Product: [Br:1][C:2]1[N:7]=[CH:6][C:5]([C:10]#[C:9][Si:11]([CH3:14])([CH3:13])[CH3:12])=[CH:4][N:3]=1. The catalyst class is: 540. (6) The catalyst class is: 7. Product: [C:16]([Cl:17])(=[O:15])[O:11][C:7]1[CH:8]=[CH:9][CH:10]=[C:5]([N:4]([CH3:12])[CH3:3])[CH:6]=1. Reactant: [H-].[Na+].[CH3:3][N:4]([CH3:12])[C:5]1[CH:6]=[C:7]([OH:11])[CH:8]=[CH:9][CH:10]=1.C(OC(Cl)(Cl)Cl)([O:15][C:16](Cl)(Cl)[Cl:17])=O. (7) Reactant: N#N.[CH3:3][C:4]1[O:5][C:6]([C:12]2[CH:13]=[C:14]([CH3:18])[CH:15]=[CH:16][CH:17]=2)=[C:7]([C:9]([OH:11])=O)[N:8]=1.C1C=CC2N(O)N=NC=2C=1.C(Cl)CCl.[C:33]([Si:37]([CH3:54])([CH3:53])[O:38][CH:39]([C:41]1[O:42][C:43]([CH2:46][N:47]2[N:51]=[C:50]([NH2:52])[CH:49]=[N:48]2)=[CH:44][N:45]=1)[CH3:40])([CH3:36])([CH3:35])[CH3:34]. Product: [C:33]([Si:37]([CH3:54])([CH3:53])[O:38][CH:39]([C:41]1[O:42][C:43]([CH2:46][N:47]2[N:51]=[C:50]([NH:52][C:9]([C:7]3[N:8]=[C:4]([CH3:3])[O:5][C:6]=3[C:12]3[CH:13]=[C:14]([CH3:18])[CH:15]=[CH:16][CH:17]=3)=[O:11])[CH:49]=[N:48]2)=[CH:44][N:45]=1)[CH3:40])([CH3:36])([CH3:35])[CH3:34]. The catalyst class is: 808. (8) Reactant: C([O:8][CH2:9][C@H:10]([OH:17])[CH2:11][C:12]1[NH:13][CH:14]=[CH:15][N:16]=1)C1C=CC=CC=1.[H][H]. Product: [NH:13]1[CH:14]=[CH:15][N:16]=[C:12]1[CH2:11][C@@H:10]([OH:17])[CH2:9][OH:8]. The catalyst class is: 129. (9) Reactant: [CH2:1]([O:8][C:9]([N:11]=[C:12]([NH:27][C:28]([C:30]1[C:35]([NH2:36])=[N:34][C:33]([NH2:37])=[C:32]([Cl:38])[N:31]=1)=[O:29])[NH:13][CH:14]1[CH2:19][CH2:18][N:17](C(OC(C)(C)C)=O)[CH2:16][CH2:15]1)=[O:10])[C:2]1[CH:7]=[CH:6][CH:5]=[CH:4][CH:3]=1.Cl. Product: [NH2:36][C:35]1[C:30]([C:28]([NH:27][C:12](=[N:11][C:9](=[O:10])[O:8][CH2:1][C:2]2[CH:7]=[CH:6][CH:5]=[CH:4][CH:3]=2)[NH:13][CH:14]2[CH2:15][CH2:16][NH:17][CH2:18][CH2:19]2)=[O:29])=[N:31][C:32]([Cl:38])=[C:33]([NH2:37])[N:34]=1. The catalyst class is: 169. (10) Reactant: [NH2:1][C:2]1[C:7]([F:8])=[C:6]([Cl:9])[N:5]=[C:4]([C:10]([O:12][CH3:13])=[O:11])[C:3]=1/[CH:14]=[CH:15]/[Si](C)(C)C.[Cl:20]N1C(=O)CCC1=O.O. Product: [NH2:1][C:2]1[C:7]([F:8])=[C:6]([Cl:9])[N:5]=[C:4]([C:10]([O:12][CH3:13])=[O:11])[C:3]=1/[CH:14]=[CH:15]/[Cl:20]. The catalyst class is: 3.